Dataset: Forward reaction prediction with 1.9M reactions from USPTO patents (1976-2016). Task: Predict the product of the given reaction. (1) Given the reactants I[C:2]1[CH:7]=[CH:6][N:5]=[C:4]([S:8][CH3:9])[N:3]=1.C([Mg]Cl)(C)C.[C:15]([C:17]1[CH:18]=[C:19]([CH:22]=[CH:23][CH:24]=1)[CH:20]=[O:21])#[N:16], predict the reaction product. The product is: [OH:21][CH:20]([C:2]1[CH:7]=[CH:6][N:5]=[C:4]([S:8][CH3:9])[N:3]=1)[C:19]1[CH:18]=[C:17]([CH:24]=[CH:23][CH:22]=1)[C:15]#[N:16]. (2) Given the reactants C([Zn]CC)C.Br[CH2:7][CH2:8][C:9]1[CH:14]=[CH:13][CH:12]=[CH:11][CH:10]=1.[NH2:15][C:16]1[N:17]=[N:18][C:19](Cl)=[CH:20][CH:21]=1.CO, predict the reaction product. The product is: [CH2:7]([C:19]1[N:18]=[N:17][C:16]([NH2:15])=[CH:21][CH:20]=1)[CH2:8][C:9]1[CH:14]=[CH:13][CH:12]=[CH:11][CH:10]=1.